From a dataset of Reaction yield outcomes from USPTO patents with 853,638 reactions. Predict the reaction yield, written as a fraction of the theoretical maximum amount of product (1.0 means a 100% yield; for example, 0.34 means a 34% yield). (1) The product is [O:7]([C:13]1[S:17][C:16]([CH:18]=[O:19])=[CH:15][CH:14]=1)[C:1]1[CH:6]=[CH:5][CH:4]=[CH:3][CH:2]=1. The reactants are [C:1]1([OH:7])[CH:6]=[CH:5][CH:4]=[CH:3][CH:2]=1.[H-].[Na+].[N+]([C:13]1[S:17][C:16]([CH:18]=[O:19])=[CH:15][CH:14]=1)([O-])=O.O. The catalyst is CS(C)=O. The yield is 0.0500. (2) The reactants are [CH3:1][O:2][C:3](=[O:21])[NH:4][C@@H:5]1[C:14]2[C:9](=[CH:10][CH:11]=[C:12]([C:15]([F:18])([F:17])[F:16])[CH:13]=2)[NH:8][C@H:7]([CH2:19][CH3:20])[CH2:6]1.N1C=CC=CC=1.Cl[C:29]([O:31][CH2:32][CH3:33])=[O:30]. The catalyst is C(Cl)Cl. The product is [CH2:32]([O:31][C:29]([N:8]1[C:9]2[C:14](=[CH:13][C:12]([C:15]([F:16])([F:17])[F:18])=[CH:11][CH:10]=2)[C@@H:5]([NH:4][C:3]([O:2][CH3:1])=[O:21])[CH2:6][C@H:7]1[CH2:19][CH3:20])=[O:30])[CH3:33]. The yield is 0.880. (3) The reactants are [N:1]1([CH2:10][C:11]2[CH:16]=[CH:15][C:14]([C:17]3[O:18][CH:19]=[C:20]([C:22]([O:24]C)=[O:23])[N:21]=3)=[CH:13][CH:12]=2)[C:9]2[C:4](=[CH:5][CH:6]=[CH:7][CH:8]=2)[CH:3]=[CH:2]1.C1COCC1.[OH-].[Na+]. The catalyst is CO. The yield is 0.910. The product is [N:1]1([CH2:10][C:11]2[CH:12]=[CH:13][C:14]([C:17]3[O:18][CH:19]=[C:20]([C:22]([OH:24])=[O:23])[N:21]=3)=[CH:15][CH:16]=2)[C:9]2[C:4](=[CH:5][CH:6]=[CH:7][CH:8]=2)[CH:3]=[CH:2]1. (4) The product is [Br:26][C:27]1[CH:32]=[CH:31][C:30]([O:33][CH2:34][CH2:35][N:7]2[C:8](=[O:18])[C:9]3[N:10]([CH2:15][CH:16]=[CH2:17])[C:11]([Cl:14])=[N:12][C:13]=3[N:5]([CH2:1][CH2:2][CH2:3][CH3:4])[C:6]2=[O:19])=[CH:29][CH:28]=1. The reactants are [CH2:1]([N:5]1[C:13]2[N:12]=[C:11]([Cl:14])[N:10]([CH2:15][CH:16]=[CH2:17])[C:9]=2[C:8](=[O:18])[NH:7][C:6]1=[O:19])[CH2:2][CH2:3][CH3:4].C([O-])([O-])=O.[Cs+].[Cs+].[Br:26][C:27]1[CH:32]=[CH:31][C:30]([O:33][CH2:34][CH2:35]Br)=[CH:29][CH:28]=1. The catalyst is CN(C=O)C. The yield is 0.620.